From a dataset of Full USPTO retrosynthesis dataset with 1.9M reactions from patents (1976-2016). Predict the reactants needed to synthesize the given product. (1) Given the product [Cl:1][C:2]1[C:7]([Cl:8])=[C:6]([C:24]2[CH:25]=[CH:26][C:21]([Cl:20])=[C:22]([O:31][CH3:32])[C:23]=2[F:30])[N:5]=[C:4]([C:10]([OH:12])=[O:11])[CH:3]=1, predict the reactants needed to synthesize it. The reactants are: [Cl:1][C:2]1[C:7]([Cl:8])=[C:6](Cl)[N:5]=[C:4]([C:10]([OH:12])=[O:11])[CH:3]=1.C(N(CC)CC)C.[Cl:20][C:21]1[CH:26]=[CH:25][C:24](B(O)O)=[C:23]([F:30])[C:22]=1[O:31][CH3:32].Cl. (2) Given the product [NH2:32][C@H:10]([CH2:9][C:6]1[CH:7]=[CH:8][C:3]([Cl:2])=[C:4]([F:40])[CH:5]=1)[C:11]([N:13]1[CH2:14][CH2:15][N:16]([C:19]2[C:20]3[CH:27]([CH2:28][CH3:29])[S:26](=[O:30])(=[O:31])[CH2:25][C:21]=3[N:22]=[CH:23][N:24]=2)[CH2:17][CH2:18]1)=[O:12], predict the reactants needed to synthesize it. The reactants are: Cl.[Cl:2][C:3]1[CH:8]=[CH:7][C:6]([CH2:9][C@@H:10]([NH:32]C(=O)OC(C)(C)C)[C:11]([N:13]2[CH2:18][CH2:17][N:16]([C:19]3[C:20]4[CH:27]([CH2:28][CH3:29])[S:26](=[O:31])(=[O:30])[CH2:25][C:21]=4[N:22]=[CH:23][N:24]=3)[CH2:15][CH2:14]2)=[O:12])=[CH:5][C:4]=1[F:40]. (3) Given the product [C:64]([C:61]([C:57]1[CH:56]=[C:55]([CH:60]=[CH:59][CH:58]=1)[C:54]([NH:53][C:51]1[C:50]([F:67])=[CH:49][C:48]([F:68])=[C:47]([NH:46][C:10]([C:8]2[S:7][C:3]3=[N:4][CH:5]=[CH:6][N:1]=[C:2]3[CH:9]=2)=[O:12])[CH:52]=1)=[O:66])([CH3:63])[CH3:62])#[N:65], predict the reactants needed to synthesize it. The reactants are: [N:1]1[CH:6]=[CH:5][N:4]=[C:3]2[S:7][C:8]([C:10]([OH:12])=O)=[CH:9][C:2]=12.CN(C(ON1N=NC2C=CC=NC1=2)=[N+](C)C)C.F[P-](F)(F)(F)(F)F.CCN(C(C)C)C(C)C.[NH2:46][C:47]1[C:48]([F:68])=[CH:49][C:50]([F:67])=[C:51]([NH:53][C:54](=[O:66])[C:55]2[CH:60]=[CH:59][CH:58]=[C:57]([C:61]([C:64]#[N:65])([CH3:63])[CH3:62])[CH:56]=2)[CH:52]=1.C(O)(=O)CC(CC(O)=O)(C(O)=O)O. (4) Given the product [Cl:1][C:2]1[CH:3]=[CH:4][C:5]([C:6]([N:8]2[CH2:14][C:13]3[CH:15]=[C:16]([OH:19])[CH:17]=[CH:18][C:12]=3[N:11]([CH2:21][C:22]3[CH:27]=[CH:26][C:25]([C:28]([N:30]4[CH2:31][CH:32]=[CH:33][CH2:34]4)=[O:29])=[CH:24][CH:23]=3)[C:10](=[O:35])[CH2:9]2)=[O:7])=[CH:36][CH:37]=1, predict the reactants needed to synthesize it. The reactants are: [Cl:1][C:2]1[CH:37]=[CH:36][C:5]([C:6]([N:8]2[CH2:14][C:13]3[CH:15]=[C:16]([O:19]C)[CH:17]=[CH:18][C:12]=3[N:11]([CH2:21][C:22]3[CH:27]=[CH:26][C:25]([C:28]([N:30]4[CH2:34][CH:33]=[CH:32][CH2:31]4)=[O:29])=[CH:24][CH:23]=3)[C:10](=[O:35])[CH2:9]2)=[O:7])=[CH:4][CH:3]=1.[Br-].[Br-].[Br-].B. (5) Given the product [CH2:1]=[C:12]1[CH2:17][CH2:16][N:15]([C:18]2[CH:28]=[CH:27][C:21]([C:22]([O:24][CH2:25][CH3:26])=[O:23])=[CH:20][CH:19]=2)[CH2:14][CH2:13]1, predict the reactants needed to synthesize it. The reactants are: [CH3:1][Si](C)(C)[N-][Si](C)(C)C.[Na+].O=[C:12]1[CH2:17][CH2:16][N:15]([C:18]2[CH:28]=[CH:27][C:21]([C:22]([O:24][CH2:25][CH3:26])=[O:23])=[CH:20][CH:19]=2)[CH2:14][CH2:13]1. (6) Given the product [CH3:26][C:27]1([CH3:35])[O:31][C@@H:30]([CH2:32][O:33][NH:34][C:19]([C:11]2[O:12][C:13]3[CH:18]=[CH:17][N:16]=[CH:15][C:14]=3[C:10]=2[NH:9][C:3]2[CH:4]=[CH:5][C:6]([I:8])=[CH:7][C:2]=2[F:1])=[O:21])[CH2:29][O:28]1, predict the reactants needed to synthesize it. The reactants are: [F:1][C:2]1[CH:7]=[C:6]([I:8])[CH:5]=[CH:4][C:3]=1[NH:9][C:10]1[C:14]2[CH:15]=[N:16][CH:17]=[CH:18][C:13]=2[O:12][C:11]=1[C:19]([O:21]CC)=O.[OH-].[Na+].[CH3:26][C:27]1([CH3:35])[O:31][C@@H:30]([CH2:32][O:33][NH2:34])[CH2:29][O:28]1.CCN=C=NCCCN(C)C.C1C=CC2N(O)N=NC=2C=1.CCN(C(C)C)C(C)C. (7) Given the product [Cl:13][C:10]1[CH:9]=[CH:8][C:7]([CH2:6][CH:5]([O:14][CH:15]([CH3:17])[CH3:16])[CH2:4][NH2:1])=[CH:12][CH:11]=1, predict the reactants needed to synthesize it. The reactants are: [N:1]([CH2:4][CH:5]([O:14][CH:15]([CH3:17])[CH3:16])[CH2:6][C:7]1[CH:12]=[CH:11][C:10]([Cl:13])=[CH:9][CH:8]=1)=[N+]=[N-].CP(C)C.O. (8) Given the product [Cl:35][C:26]1[C:25]([C:13]2[N:14]([C:18]([O:20][C:21]([CH3:24])([CH3:23])[CH3:22])=[O:19])[C:15]3[C:11]([CH:12]=2)=[CH:10][C:9]([OH:8])=[CH:17][CH:16]=3)=[CH:34][C:33]2[C:28](=[CH:29][CH:30]=[CH:31][CH:32]=2)[N:27]=1, predict the reactants needed to synthesize it. The reactants are: [Si]([O:8][C:9]1[CH:10]=[C:11]2[C:15](=[CH:16][CH:17]=1)[N:14]([C:18]([O:20][C:21]([CH3:24])([CH3:23])[CH3:22])=[O:19])[C:13]([C:25]1[C:26]([Cl:35])=[N:27][C:28]3[C:33]([CH:34]=1)=[CH:32][CH:31]=[CH:30][CH:29]=3)=[CH:12]2)(C(C)(C)C)(C)C.F.F.F.C(N(CC)CC)C. (9) Given the product [F:18][C:19]1[CH:20]=[C:21]([CH:29]=[CH:30][CH:31]=1)[C:22]([NH:24][N:25]([CH:26]([CH3:28])[CH3:27])[C:15](=[O:17])/[CH:14]=[CH:13]/[C:6]1[C:7]2[C:12](=[CH:11][CH:10]=[CH:9][CH:8]=2)[N:4]([CH2:1][CH2:2][CH3:3])[CH:5]=1)=[O:23], predict the reactants needed to synthesize it. The reactants are: [CH2:1]([N:4]1[C:12]2[C:7](=[CH:8][CH:9]=[CH:10][CH:11]=2)[C:6](/[CH:13]=[CH:14]/[C:15]([OH:17])=O)=[CH:5]1)[CH2:2][CH3:3].[F:18][C:19]1[CH:20]=[C:21]([CH:29]=[CH:30][CH:31]=1)[C:22]([NH:24][NH:25][CH:26]([CH3:28])[CH3:27])=[O:23].CN(C(ON1N=NC2C=CC=NC1=2)=[N+](C)C)C.F[P-](F)(F)(F)(F)F.C(N(CC)C(C)C)(C)C.